This data is from Forward reaction prediction with 1.9M reactions from USPTO patents (1976-2016). The task is: Predict the product of the given reaction. (1) Given the reactants [Br:1][C:2]1[CH:7]=[CH:6][C:5]([C:8]2[CH:13]=[CH:12][CH:11]=[C:10]([Cl:14])[CH:9]=2)=[C:4]([CH3:15])[CH:3]=1.C1C(=O)N([Br:23])C(=O)C1, predict the reaction product. The product is: [Br:1][C:2]1[CH:7]=[CH:6][C:5]([C:8]2[CH:13]=[CH:12][CH:11]=[C:10]([Cl:14])[CH:9]=2)=[C:4]([CH2:15][Br:23])[CH:3]=1. (2) Given the reactants [Cl:1][C:2]1[CH:3]=[N:4][CH:5]=[C:6]([CH3:18])[C:7]=1[CH2:8][S:9][C:10]1[N:15]=[C:14]([OH:16])[CH:13]=[C:12]([CH3:17])[N:11]=1.[C:19](Cl)(=[O:21])[CH3:20].C(N(CC)CC)C, predict the reaction product. The product is: [C:19]([O:16][C:14]1[CH:13]=[C:12]([CH3:17])[N:11]=[C:10]([S:9][CH2:8][C:7]2[C:6]([CH3:18])=[CH:5][N:4]=[CH:3][C:2]=2[Cl:1])[N:15]=1)(=[O:21])[CH3:20]. (3) The product is: [I:25][C:10]1[CH:9]=[CH:8][C:3]([C:4]([O:6][CH3:7])=[O:5])=[C:2]([CH3:1])[CH:11]=1. Given the reactants [CH3:1][C:2]1[CH:11]=[C:10]([Sn](CCCC)(CCCC)CCCC)[CH:9]=[CH:8][C:3]=1[C:4]([O:6][CH3:7])=[O:5].[I:25]I, predict the reaction product.